Task: Predict the reaction yield, written as a fraction of the theoretical maximum amount of product (1.0 means a 100% yield; for example, 0.34 means a 34% yield).. Dataset: Reaction yield outcomes from USPTO patents with 853,638 reactions (1) The reactants are [F:1][C:2]1[CH:10]=[CH:9][C:5]([C:6]([OH:8])=O)=[CH:4][C:3]=1[OH:11].Cl.[CH3:13][NH:14][O:15][CH3:16]. The catalyst is C(Cl)Cl. The product is [F:1][C:2]1[CH:10]=[CH:9][C:5]([C:6]([N:14]([O:15][CH3:16])[CH3:13])=[O:8])=[CH:4][C:3]=1[OH:11]. The yield is 1.00. (2) The reactants are [SH:1][CH2:2][C@H:3]([NH:7][CH2:8][C:9]1[CH:14]=[CH:13][C:12]([O:15][CH3:16])=[CH:11][CH:10]=1)[C:4]([OH:6])=[O:5].[C:17]([O-])([O-])=[O:18].[K+].[K+].C1N=CN(C(N2C=NC=C2)=O)C=1.C(OC(C)C)(=O)C. The catalyst is C(#N)C.O. The product is [CH3:16][O:15][C:12]1[CH:11]=[CH:10][C:9]([CH2:8][N:7]2[C@H:3]([C:4]([OH:6])=[O:5])[CH2:2][S:1][C:17]2=[O:18])=[CH:14][CH:13]=1. The yield is 0.700. (3) The product is [CH3:20][N:18]([CH3:19])[CH2:17][CH2:16][NH:15][C:10]1[CH:9]=[C:8]([C:4]2[C:3]([NH2:21])=[C:2]([NH2:1])[CH:7]=[N:24][CH:26]=2)[CH:13]=[C:12]([F:14])[CH:11]=1. The reactants are [NH2:1][C:2]1[CH:7]=CN=[C:4]([C:8]2[CH:9]=[C:10]([NH:15][CH2:16][CH2:17][N:18]([CH3:20])[CH3:19])[CH:11]=[C:12]([F:14])[CH:13]=2)[C:3]=1[N+:21]([O-])=O.[NH4+:24].[Cl-].[CH3:26]O. The yield is 0.882. The catalyst is [Zn]. (4) The yield is 0.420. The product is [Cl:15][C:11]1[CH:12]=[C:13]2[C:8](=[C:9]([CH2:16][N:17]([CH3:18])[CH3:19])[CH:10]=1)[NH:7][C:6]([C:4]([OH:5])=[O:3])=[CH:14]2. The reactants are C([O:3][C:4]([C:6]1[NH:7][C:8]2[C:13]([CH:14]=1)=[CH:12][C:11]([Cl:15])=[CH:10][C:9]=2[CH2:16][N:17]([CH3:19])[CH3:18])=[O:5])C.O[Li].O.Cl. The catalyst is C1COCC1.CCO.O. (5) The reactants are [CH3:1][NH2:2].[C:3]([NH:13][C:14]1[CH:18]=[C:17]([C:19]([CH3:22])([CH3:21])[CH3:20])[S:16][C:15]=1[C:23]([O:25]C)=O)([O:5][CH2:6][C:7]1[CH:12]=[CH:11][CH:10]=[CH:9][CH:8]=1)=[O:4].[C-]#N.[Na+].O. The catalyst is CO. The product is [CH3:1][NH:2][C:23]([C:15]1[S:16][C:17]([C:19]([CH3:22])([CH3:21])[CH3:20])=[CH:18][C:14]=1[NH:13][C:3]([O:5][CH2:6][C:7]1[CH:12]=[CH:11][CH:10]=[CH:9][CH:8]=1)=[O:4])=[O:25]. The yield is 0.200. (6) The reactants are [CH3:1][CH:2]([CH3:6])[CH2:3][CH2:4][OH:5].[C:20]1(P([C:20]2[CH:25]=[CH:24][CH:23]=[CH:22][CH:21]=2)[C:20]2[CH:25]=[CH:24][CH:23]=[CH:22][CH:21]=2)[CH:25]=[CH:24][CH:23]=[CH:22][CH:21]=1.[CH3:37][CH2:36][O:35][C:33](/N=N/[C:33]([O:35][CH2:36][CH3:37])=[O:34])=[O:34]. The catalyst is C1COCC1. The product is [CH2:36]([O:35][C:33](=[O:34])[C:20]1[CH:21]=[CH:22][C:23]([O:5][CH2:4][CH2:3][CH:2]([CH3:6])[CH3:1])=[CH:24][CH:25]=1)[C:37]1[CH:24]=[CH:25][CH:20]=[CH:21][CH:22]=1. The yield is 0.801. (7) The reactants are [F:1][CH:2]([F:40])[C:3]1[N:7]([C:8]2[N:13]=[C:12]([N:14]3[CH2:19][CH2:18][O:17][CH2:16][CH2:15]3)[N:11]=[C:10]([C:20]3[CH:25]=[CH:24][C:23]([NH:26]C(=O)OC(C)(C)C)=[CH:22][CH:21]=3)[N:9]=2)[C:6]2[CH:34]=[CH:35][CH:36]=[C:37]([O:38][CH3:39])[C:5]=2[N:4]=1.C(O)(C(F)(F)F)=O.N. The catalyst is C(Cl)Cl. The product is [F:40][CH:2]([F:1])[C:3]1[N:7]([C:8]2[N:13]=[C:12]([N:14]3[CH2:19][CH2:18][O:17][CH2:16][CH2:15]3)[N:11]=[C:10]([C:20]3[CH:21]=[CH:22][C:23]([NH2:26])=[CH:24][CH:25]=3)[N:9]=2)[C:6]2[CH:34]=[CH:35][CH:36]=[C:37]([O:38][CH3:39])[C:5]=2[N:4]=1. The yield is 0.880. (8) The catalyst is C1(C)C=CC=CC=1.C1C=CC(/C=C/C(/C=C/C2C=CC=CC=2)=O)=CC=1.C1C=CC(/C=C/C(/C=C/C2C=CC=CC=2)=O)=CC=1.C1C=CC(/C=C/C(/C=C/C2C=CC=CC=2)=O)=CC=1.[Pd].[Pd]. The reactants are FC(F)(F)C(O)=O.[NH2:8][C:9]1[CH:14]=[CH:13][C:12]([CH:15]2[CH2:20][N:19]([CH3:21])[C:18](=[O:22])[N:17]([CH3:23])[CH2:16]2)=[CH:11][C:10]=1Br.[C:25]1(B(O)O)[CH2:31][CH2:30][CH2:29][CH2:28][CH2:27][CH:26]=1.[O-]P([O-])([O-])=O.[K+].[K+].[K+].C1(P(C2CCCCC2)C2C=CC=CC=2C2C(OC)=CC=CC=2OC)CCCCC1. The product is [NH2:8][C:9]1[CH:14]=[CH:13][C:12]([CH:15]2[CH2:20][N:19]([CH3:21])[C:18](=[O:22])[N:17]([CH3:23])[CH2:16]2)=[CH:11][C:10]=1[C:25]1[CH2:31][CH2:30][CH2:29][CH2:28][CH2:27][CH:26]=1. The yield is 0.860. (9) The product is [Cl:1][C:2]1[CH:3]=[CH:4][C:5]([O:23][CH3:24])=[C:6]([CH:22]=1)[C:7]([NH:9][CH2:10][CH2:11][CH:12]1[CH2:17][CH2:16][N:15]([S:18]([NH:21][C:29]([NH:28][CH3:27])=[O:34])(=[O:20])=[O:19])[CH2:14][CH2:13]1)=[O:8]. The yield is 0.0600. The catalyst is CN1CCCC1=O. The reactants are [Cl:1][C:2]1[CH:3]=[CH:4][C:5]([O:23][CH3:24])=[C:6]([CH:22]=1)[C:7]([NH:9][CH2:10][CH2:11][CH:12]1[CH2:17][CH2:16][N:15]([S:18]([NH2:21])(=[O:20])=[O:19])[CH2:14][CH2:13]1)=[O:8].[OH-].[Na+].[CH3:27][NH:28][C:29](=[O:34])C(Cl)(Cl)Cl. (10) The reactants are [CH2:1]([N:8]1[CH:12]=[C:11]([C@@H:13]2[N:18](C(OC(C)(C)C)=O)[CH2:17][CH2:16][N:15]3[C:26](=[O:29])[CH2:27][CH2:28][C@@H:14]23)[C:10]([CH3:30])=[N:9]1)[C:2]1[CH:7]=[CH:6][CH:5]=[CH:4][CH:3]=1.Cl.CO. The catalyst is CO. The product is [CH2:1]([N:8]1[CH:12]=[C:11]([C@@H:13]2[NH:18][CH2:17][CH2:16][N:15]3[C:26](=[O:29])[CH2:27][CH2:28][C@@H:14]23)[C:10]([CH3:30])=[N:9]1)[C:2]1[CH:7]=[CH:6][CH:5]=[CH:4][CH:3]=1. The yield is 0.510.